This data is from Reaction yield outcomes from USPTO patents with 853,638 reactions. The task is: Predict the reaction yield, written as a fraction of the theoretical maximum amount of product (1.0 means a 100% yield; for example, 0.34 means a 34% yield). (1) The reactants are [CH3:1][C:2]1([CH3:12])[C:11]2[C:6](=[CH:7][CH:8]=[CH:9][CH:10]=2)[NH:5][CH2:4][CH2:3]1.[N+:13]([O-])([O-:15])=[O:14].[K+].C([O-])([O-])=O.[Na+].[Na+]. The catalyst is OS(O)(=O)=O. The product is [CH3:1][C:2]1([CH3:12])[C:11]2[C:6](=[CH:7][C:8]([N+:13]([O-:15])=[O:14])=[CH:9][CH:10]=2)[NH:5][CH2:4][CH2:3]1. The yield is 0.500. (2) The reactants are [N+:1]([C:4]1[CH:9]=[CH:8][C:7]([CH:10](OC(=O)C)[O:11]C(=O)C)=[C:6]([O:19][CH3:20])[CH:5]=1)([O-:3])=[O:2].O1CCOCC1.Cl. The catalyst is O. The product is [N+:1]([C:4]1[CH:9]=[CH:8][C:7]([CH:10]=[O:11])=[C:6]([O:19][CH3:20])[CH:5]=1)([O-:3])=[O:2]. The yield is 0.910. (3) The reactants are I[C:2]1[C:10]2[C:5](=[N:6][CH:7]=[CH:8][CH:9]=2)[N:4]([Si:11]([CH:18]([CH3:20])[CH3:19])([CH:15]([CH3:17])[CH3:16])[CH:12]([CH3:14])[CH3:13])[CH:3]=1.C([Mg]Cl)(C)C.[CH2:26]([O:28][C:29]1[C:36]([O:37][CH2:38][C:39]2[CH:44]=[CH:43][CH:42]=[CH:41][CH:40]=2)=[CH:35][CH:34]=[CH:33][C:30]=1[CH:31]=[O:32])[CH3:27].O. The catalyst is O1CCCC1. The product is [CH2:38]([O:37][C:36]1[C:29]([O:28][CH2:26][CH3:27])=[C:30]([CH:31]([C:2]2[C:10]3[C:5](=[N:6][CH:7]=[CH:8][CH:9]=3)[N:4]([Si:11]([CH:18]([CH3:20])[CH3:19])([CH:15]([CH3:17])[CH3:16])[CH:12]([CH3:14])[CH3:13])[CH:3]=2)[OH:32])[CH:33]=[CH:34][CH:35]=1)[C:39]1[CH:40]=[CH:41][CH:42]=[CH:43][CH:44]=1. The yield is 0.139. (4) The reactants are BrC1C=CC(OCOCC[Si](C)(C)C)=CC=1C.CO[C:20]1[C:21]([O:30][CH2:31][O:32][CH2:33][CH2:34][Si:35]([CH3:38])([CH3:37])[CH3:36])=[CH:22][C:23]([CH3:29])=[C:24]([B:26]([OH:28])[OH:27])[CH:25]=1. No catalyst specified. The product is [CH3:29][C:23]1[CH:22]=[C:21]([O:30][CH2:31][O:32][CH2:33][CH2:34][Si:35]([CH3:36])([CH3:38])[CH3:37])[CH:20]=[CH:25][C:24]=1[B:26]([OH:28])[OH:27]. The yield is 0.520. (5) The reactants are [F:1][C:2]([F:19])([F:18])[C:3]1[CH:17]=[CH:16][C:6]([O:7][CH2:8][C:9]2([OH:15])[CH2:14][CH2:13][CH2:12][NH:11][CH2:10]2)=[CH:5][CH:4]=1.C(N(C(C)C)CC)(C)C.[Cl:29][C:30]1[CH:35]=[CH:34][C:33]([C:36]2([C:40](O)=[O:41])[CH2:39][CH2:38][CH2:37]2)=[CH:32][CH:31]=1.C1CN([P+](Br)(N2CCCC2)N2CCCC2)CC1.F[P-](F)(F)(F)(F)F. The catalyst is O.ClCCl. The product is [Cl:29][C:30]1[CH:31]=[CH:32][C:33]([C:36]2([C:40]([N:11]3[CH2:12][CH2:13][CH2:14][C:9]([OH:15])([CH2:8][O:7][C:6]4[CH:5]=[CH:4][C:3]([C:2]([F:1])([F:18])[F:19])=[CH:17][CH:16]=4)[CH2:10]3)=[O:41])[CH2:39][CH2:38][CH2:37]2)=[CH:34][CH:35]=1. The yield is 0.110. (6) The reactants are [CH2:1]([C:8]1[N:13]=[C:12](Cl)[CH:11]=[C:10]([Cl:15])[N:9]=1)[C:2]1[CH:7]=[CH:6][CH:5]=[CH:4][CH:3]=1.Cl.[CH3:17][O:18][C:19](=[O:23])[CH2:20][CH2:21][NH2:22].C(N(CC)CC)C. The catalyst is CN(C=O)C. The product is [CH3:17][O:18][C:19](=[O:23])[CH2:20][CH2:21][NH:22][C:12]1[CH:11]=[C:10]([Cl:15])[N:9]=[C:8]([CH2:1][C:2]2[CH:3]=[CH:4][CH:5]=[CH:6][CH:7]=2)[N:13]=1. The yield is 0.790. (7) The reactants are [S:1]1[C:5]2[CH2:6][CH2:7][CH2:8][C:4]=2[N:3]=[C:2]1[C:9]1[C:13]([C:14]([OH:16])=O)=[CH:12][N:11]([CH2:17][O:18][CH2:19][CH2:20][Si:21]([CH3:24])([CH3:23])[CH3:22])[N:10]=1.[CH3:25][C:26]([NH2:29])([CH3:28])[CH3:27].Cl.CN(C)CCCN=C=NCC.C1C=CC2N(O)N=NC=2C=1. The catalyst is CN(C=O)C. The product is [C:26]([NH:29][C:14]([C:13]1[C:9]([C:2]2[S:1][C:5]3[CH2:6][CH2:7][CH2:8][C:4]=3[N:3]=2)=[N:10][N:11]([CH2:17][O:18][CH2:19][CH2:20][Si:21]([CH3:23])([CH3:24])[CH3:22])[CH:12]=1)=[O:16])([CH3:28])([CH3:27])[CH3:25]. The yield is 0.910. (8) The reactants are [CH3:1][N:2]1[C:10]2[CH2:9][CH2:8][CH2:7][C:6](=[O:11])[C:5]=2[CH:4]=[N:3]1.C1(N([S:19]([C:22]([F:25])([F:24])[F:23])(=[O:21])=[O:20])[S:19]([C:22]([F:25])([F:24])[F:23])(=[O:21])=[O:20])C=CC=CC=1.C[Si]([N-][Si](C)(C)C)(C)C.[K+]. The catalyst is C1COCC1. The product is [F:23][C:22]([F:25])([F:24])[S:19]([O:11][C:6]1[C:5]2[CH:4]=[N:3][N:2]([CH3:1])[C:10]=2[CH2:9][CH2:8][CH:7]=1)(=[O:21])=[O:20]. The yield is 0.640. (9) The reactants are [CH2:1]([O:3][C:4](=[O:36])[CH2:5][CH2:6][CH2:7][CH2:8][CH2:9][O:10][CH2:11][CH2:12][O:13][CH2:14][CH2:15][O:16][CH2:17][CH2:18][O:19][CH2:20][CH2:21][O:22][CH2:23][CH2:24][O:25][CH2:26][CH2:27][O:28]CC1C=CC=CC=1)[CH3:2]. The catalyst is C(O)C.[Pd]. The product is [CH2:1]([O:3][C:4](=[O:36])[CH2:5][CH2:6][CH2:7][CH2:8][CH2:9][O:10][CH2:11][CH2:12][O:13][CH2:14][CH2:15][O:16][CH2:17][CH2:18][O:19][CH2:20][CH2:21][O:22][CH2:23][CH2:24][O:25][CH2:26][CH2:27][OH:28])[CH3:2]. The yield is 0.790.